Dataset: Experimentally validated miRNA-target interactions with 360,000+ pairs, plus equal number of negative samples. Task: Binary Classification. Given a miRNA mature sequence and a target amino acid sequence, predict their likelihood of interaction. The miRNA is hsa-miR-92a-3p with sequence UAUUGCACUUGUCCCGGCCUGU. The protein sequence of the target gene is MLPLGSEPALNELLLRKEEEWRALQAHRTQLQEAALQDTRSQLEEAQGKLRCLQEDFVYNLQVLEERDLELERYDAAFAQAREWEEARRAEVSELKIEAAKLRQALAREARKVEELQQQQQLAFQEHRLELERVHSDKNGEIDHHREQYENLKWTLERKLEELDGELALQRQELLLEFESKMRKREHEFRLQADNMSNTALSRELKVKLLHKELEALKEAGAKAAESLQRAEATNAELERKLQSRAGELQDLEAMSRARVKDLEDKLHSVQLTRKKEEETFKRKHEELDRLAREKDAVLV.... Result: 1 (interaction).